Dataset: hERG potassium channel inhibition data for cardiac toxicity prediction from Karim et al.. Task: Regression/Classification. Given a drug SMILES string, predict its toxicity properties. Task type varies by dataset: regression for continuous values (e.g., LD50, hERG inhibition percentage) or binary classification for toxic/non-toxic outcomes (e.g., AMES mutagenicity, cardiotoxicity, hepatotoxicity). Dataset: herg_karim. (1) The molecule is CC(Cc1ccc([N+](=O)[O-])cc1)N1CCN(CCc2ccc([N+](=O)[O-])cc2)CC1. The result is 1 (blocker). (2) The molecule is Cc1nc(C)c(-c2nnc(SCCCN3CCC4(CCc5cc(Cl)ccc54)C3)n2C)s1. The result is 1 (blocker). (3) The molecule is C[NH+]1CCC[C@H](c2c(-c3ccccc3)[nH]c3ccccc23)C1. The result is 1 (blocker). (4) The molecule is CC(C)(C)OCC1C(=O)NCCN1C(=O)CC(N)Cc1cc(F)c(F)cc1F. The result is 0 (non-blocker). (5) The drug is CO/N=C1\CN(c2nc3c(cc2F)c(=O)c(C(=O)O)cn3C2CC2)CC1(C)CN. The result is 0 (non-blocker).